Dataset: Forward reaction prediction with 1.9M reactions from USPTO patents (1976-2016). Task: Predict the product of the given reaction. (1) The product is: [F:10][C:9]([F:12])([F:11])[C:7]1[CH:6]=[C:5]([C@H:13]([N:15]([CH3:40])[C:16]([N:18]2[CH2:31][CH2:30][C@@:21]3([NH:25][CH:24]([C:26]([NH2:52])=[O:28])[CH2:23][CH2:22]3)[CH2:20][C@@H:19]2[C:32]2[CH:37]=[CH:36][C:35]([F:38])=[CH:34][C:33]=2[CH3:39])=[O:17])[CH3:14])[CH:4]=[C:3]([C:2]([F:1])([F:41])[F:42])[CH:8]=1. Given the reactants [F:1][C:2]([F:42])([F:41])[C:3]1[CH:4]=[C:5]([C@H:13]([N:15]([CH3:40])[C:16]([N:18]2[CH2:31][CH2:30][C@@:21]3([NH:25][CH:24]([C:26]([O:28]C)=O)[CH2:23][CH2:22]3)[CH2:20][C@@H:19]2[C:32]2[CH:37]=[CH:36][C:35]([F:38])=[CH:34][C:33]=2[CH3:39])=[O:17])[CH3:14])[CH:6]=[C:7]([C:9]([F:12])([F:11])[F:10])[CH:8]=1.CCOC(C)=O.C(Cl)Cl.[NH3:52], predict the reaction product. (2) Given the reactants [CH2:1]([C:8]1[CH2:12][CH2:11][CH2:10][N:9]=1)[C:2]1[CH:7]=[CH:6][CH:5]=[CH:4][CH:3]=1.Br[CH2:14][C:15]([C:17]1[CH:22]=[CH:21][C:20]([S:23][CH3:24])=[CH:19][CH:18]=1)=O.C([O-])(O)=O.[Na+].BrC(Br)=O, predict the reaction product. The product is: [CH3:24][S:23][C:20]1[CH:21]=[CH:22][C:17]([C:15]2[C:1]([C:2]3[CH:7]=[CH:6][CH:5]=[CH:4][CH:3]=3)=[C:8]3[N:9]([CH:14]=2)[CH2:10][CH2:11][CH2:12]3)=[CH:18][CH:19]=1. (3) Given the reactants C1(C2C(O[C@@H]3CCCN(CC4C=C(Cl)C=C(Cl)C=4)C3)=CC(F)=C(C=2)C(O)=O)CC1.[Cl:30][C:31]1[CH:32]=[CH:33][C:34]([C@@H:40]([N:42]2[CH2:47][CH2:46][CH2:45][C@@H:44]([O:48][C:49]3[C:57]([CH:58]4[CH2:60][CH2:59]4)=[CH:56][C:52]([C:53]([OH:55])=O)=[C:51]([F:61])[CH:50]=3)[CH2:43]2)[CH3:41])=[N:35][C:36]=1[CH:37]1[CH2:39][CH2:38]1.[CH:62]1([S:65]([NH2:68])(=[O:67])=[O:66])CC1.CS(N)(=O)=O, predict the reaction product. The product is: [Cl:30][C:31]1[CH:32]=[CH:33][C:34]([C@@H:40]([N:42]2[CH2:47][CH2:46][CH2:45][C@@H:44]([O:48][C:49]3[C:57]([CH:58]4[CH2:59][CH2:60]4)=[CH:56][C:52]([C:53]([NH:68][S:65]([CH3:62])(=[O:67])=[O:66])=[O:55])=[C:51]([F:61])[CH:50]=3)[CH2:43]2)[CH3:41])=[N:35][C:36]=1[CH:37]1[CH2:38][CH2:39]1. (4) Given the reactants [CH3:1][C:2]1[C:3]([C:11]2[S:12][CH:13]=[CH:14][CH:15]=2)=[N:4][O:5][C:6]=1[C:7]([F:10])([F:9])[F:8].[C:16](Cl)(=[O:23])[C:17]1[CH:22]=[CH:21][CH:20]=[CH:19][CH:18]=1, predict the reaction product. The product is: [CH3:1][C:2]1[C:3]([C:11]2[S:12][C:13]([C:16]([C:17]3[CH:22]=[CH:21][CH:20]=[CH:19][CH:18]=3)=[O:23])=[CH:14][CH:15]=2)=[N:4][O:5][C:6]=1[C:7]([F:8])([F:10])[F:9]. (5) Given the reactants [CH3:1][O:2][C:3]1[CH:8]=[CH:7][C:6]([C:9]2[N:10]=[C:11]([NH2:24])[S:12][C:13]=2[CH2:14][C:15]2[CH:20]=[CH:19][C:18]([N+:21]([O-:23])=[O:22])=[CH:17][CH:16]=2)=[CH:5][CH:4]=1.[CH3:25][O:26][C:27]1[CH:28]=[C:29]([CH:33]=[CH:34][C:35]=1[O:36][CH3:37])[C:30](Cl)=[O:31], predict the reaction product. The product is: [CH3:25][O:26][C:27]1[CH:28]=[C:29]([CH:33]=[CH:34][C:35]=1[O:36][CH3:37])[C:30]([NH:24][C:11]1[S:12][C:13]([CH2:14][C:15]2[CH:20]=[CH:19][C:18]([N+:21]([O-:23])=[O:22])=[CH:17][CH:16]=2)=[C:9]([C:6]2[CH:7]=[CH:8][C:3]([O:2][CH3:1])=[CH:4][CH:5]=2)[N:10]=1)=[O:31]. (6) Given the reactants [C:1]([C:3]1[CH:8]=[CH:7][CH:6]=[CH:5][C:4]=1[OH:9])#[N:2].[H-].[Na+].[Cl:12][C:13]1[CH:29]=[C:28]([Cl:30])[CH:27]=[CH:26][C:14]=1[CH2:15][NH:16][C:17](=[O:25])[C:18]1[CH:23]=[CH:22][C:21](F)=[N:20][CH:19]=1, predict the reaction product. The product is: [C:1]([C:3]1[CH:8]=[CH:7][CH:6]=[CH:5][C:4]=1[O:9][C:21]1[CH:22]=[CH:23][C:18]([C:17]([NH:16][CH2:15][C:14]2[CH:26]=[CH:27][C:28]([Cl:30])=[CH:29][C:13]=2[Cl:12])=[O:25])=[CH:19][N:20]=1)#[N:2]. (7) Given the reactants Br[C:2]1[CH:9]=[C:8]([C:10]([F:13])([F:12])[F:11])[CH:7]=[CH:6][C:3]=1[CH:4]=[O:5].[CH2:14]([O:16][C:17](=[O:36])[CH2:18][C:19]1[CH:24]=[CH:23][C:22]([O:25][CH3:26])=[C:21](B2OC(C)(C)C(C)(C)O2)[CH:20]=1)[CH3:15], predict the reaction product. The product is: [CH2:14]([O:16][C:17](=[O:36])[CH2:18][C:19]1[CH:20]=[C:21]([C:2]2[CH:9]=[C:8]([C:10]([F:13])([F:12])[F:11])[CH:7]=[CH:6][C:3]=2[CH:4]=[O:5])[C:22]([O:25][CH3:26])=[CH:23][CH:24]=1)[CH3:15]. (8) Given the reactants [Cl:1][C:2]1[CH:3]=[C:4]([NH:9][C:10]2[CH:15]=[CH:14][C:13]([N:16]3[CH2:21][CH2:20][NH:19][CH2:18][C@@H:17]3[CH3:22])=[CH:12][N:11]=2)[C:5](=[O:8])[NH:6][N:7]=1.[O:23]1[CH2:26][C:25](=O)[CH2:24]1.[BH3-]C#N.[Na+], predict the reaction product. The product is: [Cl:1][C:2]1[CH:3]=[C:4]([NH:9][C:10]2[CH:15]=[CH:14][C:13]([N:16]3[CH2:21][CH2:20][N:19]([CH:25]4[CH2:26][O:23][CH2:24]4)[CH2:18][C@@H:17]3[CH3:22])=[CH:12][N:11]=2)[C:5](=[O:8])[NH:6][N:7]=1. (9) Given the reactants Br.[OH:2][C:3]1[CH:12]=[C:11]2[C:6]([CH2:7][CH2:8][NH:9][CH2:10]2)=[CH:5][CH:4]=1.O1CCOCC1.[C:19](O[C:19]([O:21][C:22]([CH3:25])([CH3:24])[CH3:23])=[O:20])([O:21][C:22]([CH3:25])([CH3:24])[CH3:23])=[O:20], predict the reaction product. The product is: [C:22]([O:21][C:19]([N:9]1[CH2:8][CH2:7][C:6]2[C:11](=[CH:12][C:3]([OH:2])=[CH:4][CH:5]=2)[CH2:10]1)=[O:20])([CH3:25])([CH3:24])[CH3:23].